Dataset: Catalyst prediction with 721,799 reactions and 888 catalyst types from USPTO. Task: Predict which catalyst facilitates the given reaction. Reactant: [C:1]([C:3]1[CH:4]=[C:5]2[N:11]=[C:10]([C:12]([C:18]3[C:26]([CH2:27][CH3:28])=[CH:25][C:24]([CH3:29])=[C:23]4[C:19]=3[CH:20]=[CH:21][N:22]4C(OC(C)(C)C)=O)([OH:17])[C:13]([F:16])([F:15])[F:14])[NH:9][C:6]2=[N:7][CH:8]=1)#[N:2].C(=O)([O-])[O-].[K+].[K+]. Product: [CH2:27]([C:26]1[C:18]([C:12]([C:10]2[NH:9][C:6]3=[N:7][CH:8]=[C:3]([C:1]#[N:2])[CH:4]=[C:5]3[N:11]=2)([OH:17])[C:13]([F:16])([F:14])[F:15])=[C:19]2[C:23](=[C:24]([CH3:29])[CH:25]=1)[NH:22][CH:21]=[CH:20]2)[CH3:28]. The catalyst class is: 24.